Dataset: Retrosynthesis with 50K atom-mapped reactions and 10 reaction types from USPTO. Task: Predict the reactants needed to synthesize the given product. (1) Given the product COc1ccc2nc(NC(=O)N3CCN(c4ccccc4C)CC3)c(OC)nc2c1, predict the reactants needed to synthesize it. The reactants are: CCOC(=O)Nc1nc2ccc(OC)cc2nc1OC.Cc1ccccc1N1CCNCC1. (2) Given the product CCC(NCCCNC(=O)OC(C)(C)C)c1nn2cccc2c(=O)n1Cc1ccccc1, predict the reactants needed to synthesize it. The reactants are: CC(C)(C)OC(=O)NCCCN.CCC(O)c1nn2cccc2c(=O)n1Cc1ccccc1. (3) Given the product CC(C)(C)OC(=O)NCCCCCOc1ccc(N)c(N)c1, predict the reactants needed to synthesize it. The reactants are: CC(C)(C)OC(=O)NCCCCCOc1ccc(N)c([N+](=O)[O-])c1. (4) Given the product CCSCc1c(Cl)ccc(C(=O)O)c1SC, predict the reactants needed to synthesize it. The reactants are: CCSCc1c(Cl)ccc(C(=O)OC)c1SC. (5) Given the product C[C@H](O)C(=O)N1CCN(Cc2cc3c(N4CCOCC4)nc(-c4cnc(N)nc4)nc3s2)CC1, predict the reactants needed to synthesize it. The reactants are: CC1(C)OB(c2cnc(N)nc2)OC1(C)C.C[C@H](O)C(=O)N1CCN(Cc2cc3c(N4CCOCC4)nc(Cl)nc3s2)CC1.